This data is from Experimentally validated miRNA-target interactions with 360,000+ pairs, plus equal number of negative samples. The task is: Binary Classification. Given a miRNA mature sequence and a target amino acid sequence, predict their likelihood of interaction. The miRNA is hsa-miR-362-3p with sequence AACACACCUAUUCAAGGAUUCA. The protein sequence of the target gene is MEEISLANLDTNKLEAIAQEIYVDLIEDSCLGFCFEVHRAVKCGYFYLEFAETGSVKDFGIQPVEDKGACRLPLCSLPGEPGNGPDQQLQRSPPEFQ. Result: 1 (interaction).